Dataset: Forward reaction prediction with 1.9M reactions from USPTO patents (1976-2016). Task: Predict the product of the given reaction. (1) Given the reactants [NH2:1][C:2]1[CH:3]=[C:4]([CH:21]=[CH:22][CH:23]=1)[O:5][C:6]1[CH:7]=[CH:8][C:9]2[N:10]([CH:12]=[C:13]([NH:15][C:16]([CH:18]3[CH2:20][CH2:19]3)=[O:17])[N:14]=2)[CH:11]=1.Br[C:25]1[CH:30]=[CH:29][CH:28]=[CH:27][N:26]=1.CC(C)([O-])C.[K+].C1(C)C=CC=CC=1, predict the reaction product. The product is: [N:26]1[CH:27]=[CH:28][CH:29]=[CH:30][C:25]=1[NH:1][C:2]1[CH:3]=[C:4]([CH:21]=[CH:22][CH:23]=1)[O:5][C:6]1[CH:7]=[CH:8][C:9]2[N:10]([CH:12]=[C:13]([NH:15][C:16]([CH:18]3[CH2:20][CH2:19]3)=[O:17])[N:14]=2)[CH:11]=1. (2) The product is: [Cl:1][C:2]1[CH:9]=[C:8]([Cl:10])[C:7]([F:11])=[CH:6][C:3]=1[CH:4]([C:12]1[CH:17]=[CH:16][CH:15]=[CH:14][CH:13]=1)[NH2:5]. Given the reactants [Cl:1][C:2]1[CH:9]=[C:8]([Cl:10])[C:7]([F:11])=[CH:6][C:3]=1[C:4]#[N:5].[C:12]1([Mg]Br)[CH:17]=[CH:16][CH:15]=[CH:14][CH:13]=1, predict the reaction product. (3) Given the reactants Br[C:2]1[CH:7]=[CH:6][C:5]([C:8]([N:10]2[CH2:15][CH2:14][CH2:13][CH:12]([C:16]3[CH:21]=[CH:20][CH:19]=[CH:18][CH:17]=3)[CH2:11]2)=[O:9])=[CH:4][CH:3]=1.[F:22][C:23]([F:34])([F:33])[C:24]1[CH:29]=[CH:28][CH:27]=[CH:26][C:25]=1B(O)O.C(=O)([O-])[O-].[Na+].[Na+].C1(C)C=CC=CC=1, predict the reaction product. The product is: [C:16]1([CH:12]2[CH2:13][CH2:14][CH2:15][N:10]([C:8]([C:5]3[CH:6]=[CH:7][C:2]([C:25]4[CH:26]=[CH:27][CH:28]=[CH:29][C:24]=4[C:23]([F:34])([F:33])[F:22])=[CH:3][CH:4]=3)=[O:9])[CH2:11]2)[CH:21]=[CH:20][CH:19]=[CH:18][CH:17]=1. (4) Given the reactants [C:1]([O:5][C:6]([N:8]1[CH2:11][CH:10]([NH:12][C:13]([C:16]#[N:17])([CH3:15])[CH3:14])[CH2:9]1)=[O:7])([CH3:4])([CH3:3])[CH3:2].C([O-])([O-])=[O:19].[K+].[K+].OO, predict the reaction product. The product is: [C:1]([O:5][C:6]([N:8]1[CH2:11][CH:10]([NH:12][C:13]([C:16](=[O:19])[NH2:17])([CH3:15])[CH3:14])[CH2:9]1)=[O:7])([CH3:4])([CH3:2])[CH3:3]. (5) Given the reactants [CH:1](=[C:8]1[NH:12][C:11](=[O:13])[C:10]([N:14]=[O:15])=[C:9]1OC)[C:2]1[CH:7]=[CH:6][CH:5]=[CH:4][CH:3]=1.[NH3:18], predict the reaction product. The product is: [NH2:18][C:9]1[C:8](=[CH:1][C:2]2[CH:7]=[CH:6][CH:5]=[CH:4][CH:3]=2)[NH:12][C:11](=[O:13])[C:10]=1[N:14]=[O:15]. (6) Given the reactants [C:1]([O:5][C:6]([N:8]([C:21]1[CH:22]=[C:23]([CH:34]=[CH:35][C:36]=1[O:37][CH3:38])[C:24]([O:26]CC1C=CC=CC=1)=[O:25])[S:9]([CH2:12][CH2:13][N:14]1[CH2:19][CH2:18][N:17]([CH3:20])[CH2:16][CH2:15]1)(=[O:11])=[O:10])=[O:7])([CH3:4])([CH3:3])[CH3:2], predict the reaction product. The product is: [C:1]([O:5][C:6]([N:8]([C:21]1[CH:22]=[C:23]([CH:34]=[CH:35][C:36]=1[O:37][CH3:38])[C:24]([OH:26])=[O:25])[S:9]([CH2:12][CH2:13][N:14]1[CH2:15][CH2:16][N:17]([CH3:20])[CH2:18][CH2:19]1)(=[O:11])=[O:10])=[O:7])([CH3:4])([CH3:3])[CH3:2]. (7) Given the reactants [F:1][C:2]1[CH:28]=[CH:27][C:5]([CH2:6][O:7][C:8]2[CH:13]=[CH:12][N:11]([CH2:14][CH2:15][C:16]3[CH:21]=[CH:20][C:19]([CH2:22]O)=[C:18]([O:24][CH3:25])[CH:17]=3)[C:10](=[O:26])[CH:9]=2)=[CH:4][CH:3]=1.C(NCC)C.[CH3:34][NH:35][CH2:36][CH2:37][CH3:38], predict the reaction product. The product is: [F:1][C:2]1[CH:3]=[CH:4][C:5]([CH2:6][O:7][C:8]2[CH:13]=[CH:12][N:11]([CH2:14][CH2:15][C:16]3[CH:21]=[CH:20][C:19]([CH2:22][N:35]([CH3:34])[CH2:36][CH2:37][CH3:38])=[C:18]([O:24][CH3:25])[CH:17]=3)[C:10](=[O:26])[CH:9]=2)=[CH:27][CH:28]=1.